Dataset: Catalyst prediction with 721,799 reactions and 888 catalyst types from USPTO. Task: Predict which catalyst facilitates the given reaction. (1) Product: [CH2:19]([O:18][C:15](=[O:17])[CH2:16][C:6]([C:8]1[CH:13]=[C:12]([Cl:14])[CH:11]=[CH:10][N:9]=1)=[O:7])[CH3:20]. The catalyst class is: 392. Reactant: [H-].[Na+].C(O[C:6]([C:8]1[CH:13]=[C:12]([Cl:14])[CH:11]=[CH:10][N:9]=1)=[O:7])C.[C:15]([O:18][CH2:19][CH3:20])(=[O:17])[CH3:16].Cl. (2) Reactant: [CH3:1][O:2][C:3]1[CH:8]=[CH:7][C:6]([CH2:9][C:10]([C:12]2[CH:17]=[N:16][CH:15]=[CH:14][N:13]=2)=O)=[CH:5][CH:4]=1.C[O:19][CH:20](OC)[N:21]([CH3:23])C.CN[C:28](=O)[CH2:29][C:30]1[S:31][CH:32]=[C:33]([CH3:35])[N:34]=1.[H-].[Na+]. Product: [CH3:1][O:2][C:3]1[CH:8]=[CH:7][C:6]([C:9]2[CH:28]=[C:29]([C:30]3[S:31][CH:32]=[C:33]([CH3:35])[N:34]=3)[C:20](=[O:19])[N:21]([CH3:23])[C:10]=2[C:12]2[CH:17]=[N:16][CH:15]=[CH:14][N:13]=2)=[CH:5][CH:4]=1. The catalyst class is: 670. (3) The catalyst class is: 14. Reactant: [NH2:1][C:2]1[CH:7]=[CH:6][C:5]([O:8][C:9](=[O:11])[CH3:10])=[C:4]([F:12])[CH:3]=1.CO[CH:15]=[C:16]1[C:21](=[O:22])[O:20][C:19]([CH3:24])([CH3:23])[O:18][C:17]1=[O:25]. Product: [CH3:23][C:19]1([CH3:24])[O:18][C:17](=[O:25])[C:16](=[CH:15][NH:1][C:2]2[CH:7]=[CH:6][C:5]([O:8][C:9](=[O:11])[CH3:10])=[C:4]([F:12])[CH:3]=2)[C:21](=[O:22])[O:20]1. (4) Reactant: [OH:1][C:2]1[C:3](=[O:29])[C:4]([C:18]2[N:22]([C:23]3[CH:28]=[CH:27][CH:26]=[CH:25][CH:24]=3)[N:21]=[CH:20][CH:19]=2)=[N:5][N:6]([C:8]2[CH:13]=[CH:12][CH:11]=[C:10]([C:14]([F:17])([F:16])[F:15])[CH:9]=2)[CH:7]=1.I[CH:31]([CH3:33])[CH3:32].C([O-])([O-])=O.[K+].[K+].O. Product: [CH3:32][CH:31]([O:1][C:2]1[C:3](=[O:29])[C:4]([C:18]2[N:22]([C:23]3[CH:24]=[CH:25][CH:26]=[CH:27][CH:28]=3)[N:21]=[CH:20][CH:19]=2)=[N:5][N:6]([C:8]2[CH:13]=[CH:12][CH:11]=[C:10]([C:14]([F:16])([F:15])[F:17])[CH:9]=2)[CH:7]=1)[CH3:33]. The catalyst class is: 3.